Dataset: Experimentally validated miRNA-target interactions with 360,000+ pairs, plus equal number of negative samples. Task: Binary Classification. Given a miRNA mature sequence and a target amino acid sequence, predict their likelihood of interaction. The miRNA is hsa-miR-548ae-3p with sequence CAAAAACUGCAAUUACUUUCA. The protein sequence of the target gene is MAMSLPGSRRTSAGSRRRTSPPVSVRDAYGTSSLSSSSNSGSYKGSDSSPTPRRSMKYTLCSDNHGIKPPTPEQYLTPLQQKEVCIRHLKARLKDTQDRLQDRDTEIDDLKTQLSRMQEDWIEEECHRVEAQLALKEARKEIKQLKQVIDTVKNNLIDKDKGLQKYFVDINIQNKKLETLLHSMEVAQNGMAKEDGTGESAGGSPARSLTRSSTYTKLSDPAVCGDRQPGDPSSGSAEDGADSGFAAADDTLSRTDALEASSLLSSGVDCGTEETSLHSSFGLGPRFPASNTYEKLLCGM.... Result: 0 (no interaction).